Dataset: Reaction yield outcomes from USPTO patents with 853,638 reactions. Task: Predict the reaction yield, written as a fraction of the theoretical maximum amount of product (1.0 means a 100% yield; for example, 0.34 means a 34% yield). (1) The reactants are F[C:2]1[CH:7]=[C:6]([C:8]2[C:9]([C:15]3[O:16][CH:17]=[CH:18][CH:19]=3)=[N:10][C:11]([NH2:14])=[N:12][CH:13]=2)[CH:5]=[CH:4][N:3]=1.[C-]#[N:21].[Na+].[C:23]([O:26]CC)(=O)[CH3:24]. The catalyst is CS(C)=O. The product is [NH2:14][C:11]1[N:10]=[C:9]([C:15]2[O:16][CH:17]=[CH:18][CH:19]=2)[C:8]([C:6]2[CH:5]=[CH:4][N:3]=[C:2]([CH2:24][C:23]([NH2:21])=[O:26])[CH:7]=2)=[CH:13][N:12]=1. The yield is 0.0300. (2) The reactants are B(Br)(Br)Br.[Cl:5][C:6]1[CH:11]=[CH:10][C:9]([CH2:12][C:13]#[N:14])=[CH:8][C:7]=1[O:15]C.O. The catalyst is C(Cl)Cl. The product is [Cl:5][C:6]1[CH:11]=[CH:10][C:9]([CH2:12][C:13]#[N:14])=[CH:8][C:7]=1[OH:15]. The yield is 0.850. (3) The reactants are C(NC(C)C)(C)C.[Li]CCCC.[CH3:13][O:14][C:15]([C:17]1[S:21][C:20]2[CH2:22][CH2:23][CH2:24][CH2:25][C:19]=2[CH:18]=1)=[O:16].[I:26]I. The catalyst is O1CCCC1.CCOC(C)=O. The product is [CH3:13][O:14][C:15]([C:17]1[S:21][C:20]2[CH2:22][CH2:23][CH2:24][CH2:25][C:19]=2[C:18]=1[I:26])=[O:16]. The yield is 0.360. (4) The reactants are [NH2:1][C:2]1[CH:3]=[CH:4][C:5]([F:10])=[C:6]([CH2:8][OH:9])[CH:7]=1.[Br:11][C:12]1[CH:13]=[CH:14][C:15]([C:18](O)=[O:19])=[N:16][CH:17]=1.CN(C(ON1N=NC2C=CC=NC1=2)=[N+](C)C)C.F[P-](F)(F)(F)(F)F.CCN(C(C)C)C(C)C. The catalyst is CN(C=O)C.CCOC(C)=O. The product is [Br:11][C:12]1[CH:13]=[CH:14][C:15]([C:18]([NH:1][C:2]2[CH:3]=[CH:4][C:5]([F:10])=[C:6]([CH2:8][OH:9])[CH:7]=2)=[O:19])=[N:16][CH:17]=1. The yield is 0.703. (5) The reactants are [NH2:1][C:2]1[N:6]([CH:7]2[CH2:12][CH2:11][CH2:10][CH2:9][O:8]2)[N:5]=[C:4]([C:13]([NH:15][C:16]2[CH:20]=[C:19]([C:21]3[CH:26]=[CH:25][C:24]([CH3:27])=[CH:23][CH:22]=3)[N:18]([CH:28]3[CH2:33][CH2:32][CH2:31][CH2:30][O:29]3)[N:17]=2)=[O:14])[CH:3]=1.[O:34]1[CH2:39][CH2:38][CH2:37][CH2:36][CH:35]1[N:40]1[C:44]([C:45]2[CH:50]=[CH:49][C:48]([CH3:51])=[CH:47][CH:46]=2)=[CH:43][C:42]([C:52](O)=[O:53])=[N:41]1.[I-].ClC1C=CC=C[N+]=1C.CCN(C(C)C)C(C)C. The catalyst is C(Cl)Cl.O. The product is [O:34]1[CH2:39][CH2:38][CH2:37][CH2:36][CH:35]1[N:40]1[C:44]([C:45]2[CH:50]=[CH:49][C:48]([CH3:51])=[CH:47][CH:46]=2)=[CH:43][C:42]([C:52]([NH:1][C:2]2[N:6]([CH:7]3[CH2:12][CH2:11][CH2:10][CH2:9][O:8]3)[N:5]=[C:4]([C:13](=[O:14])[NH:15][C:16]3[CH:20]=[C:19]([C:21]4[CH:26]=[CH:25][C:24]([CH3:27])=[CH:23][CH:22]=4)[N:18]([CH:28]4[CH2:33][CH2:32][CH2:31][CH2:30][O:29]4)[N:17]=3)[CH:3]=2)=[O:53])=[N:41]1. The yield is 0.150.